Task: Regression. Given a peptide amino acid sequence and an MHC pseudo amino acid sequence, predict their binding affinity value. This is MHC class I binding data.. Dataset: Peptide-MHC class I binding affinity with 185,985 pairs from IEDB/IMGT (1) The peptide sequence is WPVMQWLTA. The MHC is HLA-B18:01 with pseudo-sequence HLA-B18:01. The binding affinity (normalized) is 0.0847. (2) The peptide sequence is LLFRSIISI. The MHC is HLA-B27:03 with pseudo-sequence HLA-B27:03. The binding affinity (normalized) is 0.0847. (3) The peptide sequence is YTVEFDRDKV. The binding affinity (normalized) is 0.592. The MHC is HLA-A02:02 with pseudo-sequence HLA-A02:02. (4) The peptide sequence is MWAQDAAMY. The MHC is HLA-A02:05 with pseudo-sequence HLA-A02:05. The binding affinity (normalized) is 0.